Task: Regression. Given two drug SMILES strings and cell line genomic features, predict the synergy score measuring deviation from expected non-interaction effect.. Dataset: NCI-60 drug combinations with 297,098 pairs across 59 cell lines (1) Drug 1: C1=CC(=C2C(=C1NCCNCCO)C(=O)C3=C(C=CC(=C3C2=O)O)O)NCCNCCO. Drug 2: C1=NC2=C(N=C(N=C2N1C3C(C(C(O3)CO)O)F)Cl)N. Cell line: COLO 205. Synergy scores: CSS=43.5, Synergy_ZIP=-8.67, Synergy_Bliss=-9.92, Synergy_Loewe=-5.69, Synergy_HSA=-2.45. (2) Drug 1: C1CCN(CC1)CCOC2=CC=C(C=C2)C(=O)C3=C(SC4=C3C=CC(=C4)O)C5=CC=C(C=C5)O. Drug 2: CCCS(=O)(=O)NC1=C(C(=C(C=C1)F)C(=O)C2=CNC3=C2C=C(C=N3)C4=CC=C(C=C4)Cl)F. Cell line: MCF7. Synergy scores: CSS=33.0, Synergy_ZIP=0.581, Synergy_Bliss=2.72, Synergy_Loewe=-2.01, Synergy_HSA=1.42. (3) Drug 1: CCC(=C(C1=CC=CC=C1)C2=CC=C(C=C2)OCCN(C)C)C3=CC=CC=C3.C(C(=O)O)C(CC(=O)O)(C(=O)O)O. Drug 2: C1=CN(C=N1)CC(O)(P(=O)(O)O)P(=O)(O)O. Cell line: SK-OV-3. Synergy scores: CSS=0.0385, Synergy_ZIP=-0.621, Synergy_Bliss=-1.06, Synergy_Loewe=-0.465, Synergy_HSA=-0.738. (4) Drug 1: CCC1=CC2CC(C3=C(CN(C2)C1)C4=CC=CC=C4N3)(C5=C(C=C6C(=C5)C78CCN9C7C(C=CC9)(C(C(C8N6C)(C(=O)OC)O)OC(=O)C)CC)OC)C(=O)OC.C(C(C(=O)O)O)(C(=O)O)O. Drug 2: C(=O)(N)NO. Cell line: COLO 205. Synergy scores: CSS=55.0, Synergy_ZIP=-1.63, Synergy_Bliss=1.15, Synergy_Loewe=-8.91, Synergy_HSA=2.04. (5) Drug 1: CN(C)N=NC1=C(NC=N1)C(=O)N. Drug 2: N.N.Cl[Pt+2]Cl. Cell line: OVCAR3. Synergy scores: CSS=-2.29, Synergy_ZIP=0.145, Synergy_Bliss=-1.27, Synergy_Loewe=-4.11, Synergy_HSA=-3.47.